Dataset: Forward reaction prediction with 1.9M reactions from USPTO patents (1976-2016). Task: Predict the product of the given reaction. (1) Given the reactants [Br:1][C:2]1[CH:7]=[C:6]([C:8]([F:17])([C:13]([F:16])([F:15])[F:14])[C:9]([F:12])([F:11])[F:10])[CH:5]=[C:4]([Br:18])[C:3]=1[NH:19][C:20](=[O:31])[C:21]1[CH:26]=[CH:25][CH:24]=[C:23]([NH:27][CH3:28])[C:22]=1[O:29][CH3:30].N1C=CC=CC=1.Cl.[C:39](Cl)(=[O:46])[C:40]1[CH:45]=[CH:44][N:43]=[CH:42][CH:41]=1, predict the reaction product. The product is: [Br:1][C:2]1[CH:7]=[C:6]([C:8]([F:17])([C:9]([F:12])([F:10])[F:11])[C:13]([F:14])([F:15])[F:16])[CH:5]=[C:4]([Br:18])[C:3]=1[NH:19][C:20]([C:21]1[C:22]([O:29][CH3:30])=[C:23]([N:27]([CH3:28])[C:39]([C:40]2[CH:45]=[CH:44][N:43]=[CH:42][CH:41]=2)=[O:46])[CH:24]=[CH:25][CH:26]=1)=[O:31]. (2) Given the reactants [Si]([O:8][CH2:9][C:10]1[C:11]2[N:12]([N:17]=[C:18]([C:20]([F:23])([F:22])[F:21])[CH:19]=2)[C:13]([I:16])=[CH:14][CH:15]=1)(C(C)(C)C)(C)C.[F-].C([N+](CCCC)(CCCC)CCCC)CCC, predict the reaction product. The product is: [OH:8][CH2:9][C:10]1[C:11]2[N:12]([N:17]=[C:18]([C:20]([F:23])([F:22])[F:21])[CH:19]=2)[C:13]([I:16])=[CH:14][CH:15]=1. (3) Given the reactants [NH2:1][C:2]1[NH:6][N:5]=[C:4]([C:7]2[CH:12]=[CH:11][C:10]([O:13][C:14]3[CH:19]=[CH:18][CH:17]=[CH:16][CH:15]=3)=[CH:9][CH:8]=2)[C:3]=1[C:20]([NH2:22])=[O:21].C([O:25][C:26](=O)[CH2:27][C:28]([CH:30]1[CH2:35][CH2:34][N:33](C(OC(C)(C)C)=O)[CH2:32][CH2:31]1)=O)C, predict the reaction product. The product is: [O:25]=[C:26]1[CH:27]=[C:28]([CH:30]2[CH2:35][CH2:34][NH:33][CH2:32][CH2:31]2)[N:6]2[N:5]=[C:4]([C:7]3[CH:8]=[CH:9][C:10]([O:13][C:14]4[CH:19]=[CH:18][CH:17]=[CH:16][CH:15]=4)=[CH:11][CH:12]=3)[C:3]([C:20]([NH2:22])=[O:21])=[C:2]2[NH:1]1.